From a dataset of Full USPTO retrosynthesis dataset with 1.9M reactions from patents (1976-2016). Predict the reactants needed to synthesize the given product. (1) Given the product [C:31]([NH:35][CH:36]1[CH2:45][C:44]2[CH:43]=[N:42][C:41]3[NH:46][N:47]=[CH:48][C:40]=3[C:39]=2[CH2:38][CH2:37]1)([CH3:34])([CH3:32])[CH3:33].[C:31]([NH:35][CH:36]1[CH2:45][C:44]2[CH:43]=[N:42][C:41]3[N:46]([CH2:49][C:50]4[CH:51]=[CH:52][C:53]([O:56][CH3:57])=[CH:54][CH:55]=4)[N:47]=[CH:48][C:40]=3[C:39]=2[CH2:38][CH2:37]1)([CH3:34])([CH3:33])[CH3:32], predict the reactants needed to synthesize it. The reactants are: COC1C=CC(CN2C3N=CC4CC(NC(=O)OC(C)(C)C)CCC=4C=3C=N2)=CC=1.[C:31]([NH:35][CH:36]1[CH2:45][C:44]2[CH:43]=[N:42][C:41]3[N:46]([CH2:49][C:50]4[CH:55]=[CH:54][C:53]([O:56][CH3:57])=[CH:52][CH:51]=4)[N:47]=[CH:48][C:40]=3[C:39]=2[CH2:38][CH2:37]1)([CH3:34])([CH3:33])[CH3:32].COC1C=CC(CN2C3N=CC4CC(N)CCC=4C=3C=N2)=CC=1. (2) The reactants are: C[O:2][C:3](=[O:24])[C:4]1[CH:9]=[C:8]([C:10]2[S:11][CH:12]=[C:13]([C:15]3[CH:20]=[CH:19][C:18]([Cl:21])=[C:17]([Cl:22])[CH:16]=3)[N:14]=2)[CH:7]=[CH:6][C:5]=1Br.[Cl:25][C:26]1[CH:31]=[CH:30][CH:29]=[CH:28][C:27]=1B(O)O. Given the product [Cl:25][C:26]1[CH:31]=[CH:30][CH:29]=[CH:28][C:27]=1[C:5]1[C:4]([C:3]([OH:2])=[O:24])=[CH:9][C:8]([C:10]2[S:11][CH:12]=[C:13]([C:15]3[CH:20]=[CH:19][C:18]([Cl:21])=[C:17]([Cl:22])[CH:16]=3)[N:14]=2)=[CH:7][CH:6]=1, predict the reactants needed to synthesize it. (3) Given the product [C:24]1([P:17]([C:11]2[CH:12]=[CH:13][CH:14]=[CH:15][CH:16]=2)([C:18]2[CH:23]=[CH:22][CH:21]=[CH:20][CH:19]=2)=[N:8][C:1]([O:2][C:3]([CH3:6])([CH3:5])[CH3:4])=[O:7])[CH:25]=[CH:26][CH:27]=[CH:28][CH:29]=1, predict the reactants needed to synthesize it. The reactants are: [C:1]([N:8]=[N+]=[N-])(=[O:7])[O:2][C:3]([CH3:6])([CH3:5])[CH3:4].[C:11]1([P:17]([C:24]2[CH:29]=[CH:28][CH:27]=[CH:26][CH:25]=2)[C:18]2[CH:23]=[CH:22][CH:21]=[CH:20][CH:19]=2)[CH:16]=[CH:15][CH:14]=[CH:13][CH:12]=1. (4) Given the product [OH:1][C:2]1[CH:3]=[C:4]([CH:5]([NH:22][CH3:21])[CH2:11][C:10]([OH:16])=[O:15])[CH:7]=[CH:8][CH:9]=1, predict the reactants needed to synthesize it. The reactants are: [OH:1][C:2]1[CH:3]=[C:4]([CH:7]=[CH:8][CH:9]=1)[CH:5]=O.[C:10]([OH:16])(=[O:15])[CH2:11]C(O)=O.C(O)(=O)C.[CH3:21][NH2:22]. (5) Given the product [ClH:33].[ClH:33].[F:19][C:20]1[CH:21]=[C:22]([CH3:27])[C:23]2[N:24]([CH:2]=[C:3]([CH2:4][C@@H:5]3[CH2:10][CH2:9][CH2:8][CH2:7][NH:6]3)[N:26]=2)[CH:25]=1, predict the reactants needed to synthesize it. The reactants are: Br[CH2:2][C:3](=O)[CH2:4][C@@H:5]1[CH2:10][CH2:9][CH2:8][CH2:7][N:6]1C(OC(C)(C)C)=O.[F:19][C:20]1[CH:21]=[C:22]([CH3:27])[C:23]([NH2:26])=[N:24][CH:25]=1.C([O-])(O)=O.[Na+].[ClH:33].CC(O)C. (6) Given the product [NH2:16][C@H:13]1[CH2:14][CH2:15][N:11]([C@H:8]2[CH2:9][CH2:10][C@@H:5]([N:4]([CH:1]([CH3:3])[CH3:2])[CH3:34])[CH2:6][C@H:7]2[CH2:28][S:29]([CH2:32][CH3:33])(=[O:31])=[O:30])[C:12]1=[O:27], predict the reactants needed to synthesize it. The reactants are: [CH:1]([N:4]([CH3:34])[C@@H:5]1[CH2:10][CH2:9][C@H:8]([N:11]2[CH2:15][CH2:14][C@H:13]([NH:16]C(=O)OCC3C=CC=CC=3)[C:12]2=[O:27])[C@H:7]([CH2:28][S:29]([CH2:32][CH3:33])(=[O:31])=[O:30])[CH2:6]1)([CH3:3])[CH3:2].Br.CC(O)=O. (7) Given the product [C:13]([O:17][CH2:12][CH2:11][CH:9]=[O:10])(=[O:16])[CH:14]=[CH2:15], predict the reactants needed to synthesize it. The reactants are: C(C=C)=O.[C:9]1([CH:12]=[CH:11][C:9]([OH:10])=[CH:12][CH:11]=1)[OH:10].[C:13]([OH:17])(=[O:16])[CH:14]=[CH2:15]. (8) Given the product [C:1]([NH:18][NH:17][C:15]([C:14]1[C:9]([NH:8][CH:5]([CH3:7])[CH3:6])=[N:10][C:11]([C:19]2[CH:24]=[CH:23][CH:22]=[C:21]([C:25]3[CH:26]=[N:27][N:28]([CH3:30])[CH:29]=3)[CH:20]=2)=[N:12][CH:13]=1)=[O:16])(=[O:3])[CH3:2], predict the reactants needed to synthesize it. The reactants are: [C:1](Cl)(=[O:3])[CH3:2].[CH:5]([NH:8][C:9]1[C:14]([C:15]([NH:17][NH2:18])=[O:16])=[CH:13][N:12]=[C:11]([C:19]2[CH:24]=[CH:23][CH:22]=[C:21]([C:25]3[CH:26]=[N:27][N:28]([CH3:30])[CH:29]=3)[CH:20]=2)[N:10]=1)([CH3:7])[CH3:6]. (9) Given the product [OH:19][CH2:20][CH2:21][C:16]1[C:17](=[O:18])[N:3]2[C:2]([NH:1][C:5]3[CH:6]=[CH:7][CH:8]=[CH:9][C:4]=32)=[C:10]([C:11]#[N:12])[C:13]=1[CH3:14], predict the reactants needed to synthesize it. The reactants are: [N:1]1[C:5]2[CH:6]=[CH:7][CH:8]=[CH:9][C:4]=2[NH:3][C:2]=1[CH2:10][C:11]#[N:12].[C:13]([CH:16]1[CH2:21][CH2:20][O:19][C:17]1=[O:18])(=O)[CH3:14].C([O-])(=O)C.[NH4+].